Regression. Given two drug SMILES strings and cell line genomic features, predict the synergy score measuring deviation from expected non-interaction effect. From a dataset of NCI-60 drug combinations with 297,098 pairs across 59 cell lines. (1) Drug 1: CNC(=O)C1=CC=CC=C1SC2=CC3=C(C=C2)C(=NN3)C=CC4=CC=CC=N4. Drug 2: CCCCC(=O)OCC(=O)C1(CC(C2=C(C1)C(=C3C(=C2O)C(=O)C4=C(C3=O)C=CC=C4OC)O)OC5CC(C(C(O5)C)O)NC(=O)C(F)(F)F)O. Cell line: SF-539. Synergy scores: CSS=7.09, Synergy_ZIP=-6.69, Synergy_Bliss=-6.45, Synergy_Loewe=-4.25, Synergy_HSA=-3.88. (2) Drug 1: COC1=NC(=NC2=C1N=CN2C3C(C(C(O3)CO)O)O)N. Drug 2: C1=CC=C(C(=C1)C(C2=CC=C(C=C2)Cl)C(Cl)Cl)Cl. Cell line: OVCAR-4. Synergy scores: CSS=7.45, Synergy_ZIP=-0.277, Synergy_Bliss=2.79, Synergy_Loewe=-0.989, Synergy_HSA=-0.906. (3) Drug 1: CC1=CC2C(CCC3(C2CCC3(C(=O)C)OC(=O)C)C)C4(C1=CC(=O)CC4)C. Drug 2: C1CN(CCN1C(=O)CCBr)C(=O)CCBr. Cell line: UACC62. Synergy scores: CSS=10.5, Synergy_ZIP=-5.73, Synergy_Bliss=-2.47, Synergy_Loewe=-14.2, Synergy_HSA=-2.40. (4) Drug 1: C1=CC(=C2C(=C1NCCNCCO)C(=O)C3=C(C=CC(=C3C2=O)O)O)NCCNCCO. Drug 2: CC(C)NC(=O)C1=CC=C(C=C1)CNNC.Cl. Cell line: HCT116. Synergy scores: CSS=51.0, Synergy_ZIP=6.07, Synergy_Bliss=2.68, Synergy_Loewe=-21.3, Synergy_HSA=2.58.